This data is from Forward reaction prediction with 1.9M reactions from USPTO patents (1976-2016). The task is: Predict the product of the given reaction. (1) Given the reactants [N:1]1[C:2]([C:10]([OH:12])=O)=[CH:3][N:4]2[CH:9]=[CH:8][CH:7]=[CH:6][C:5]=12.CN(C(ON1N=NC2C=CC=NC1=2)=[N+](C)C)C.F[P-](F)(F)(F)(F)F.C1C=NC2N(O)N=NC=2C=1.Cl.[NH2:48][CH:49]1[CH2:54][CH2:53][CH:52]([N:55]2[C:60](=[O:61])[C:59]3[CH:62]=[C:63]([F:66])[CH:64]=[N:65][C:58]=3[N:57]([CH:67]3[CH2:71][CH2:70][CH2:69][CH2:68]3)[C:56]2=[O:72])[CH2:51][CH2:50]1.C(N(C(C)C)C(C)C)C, predict the reaction product. The product is: [CH:67]1([N:57]2[C:58]3[N:65]=[CH:64][C:63]([F:66])=[CH:62][C:59]=3[C:60](=[O:61])[N:55]([CH:52]3[CH2:53][CH2:54][CH:49]([NH:48][C:10]([C:2]4[N:1]=[C:5]5[CH:6]=[CH:7][CH:8]=[CH:9][N:4]5[CH:3]=4)=[O:12])[CH2:50][CH2:51]3)[C:56]2=[O:72])[CH2:68][CH2:69][CH2:70][CH2:71]1. (2) The product is: [CH3:16][N:17]1[C:25]2[C:20](=[CH:21][C:22]([CH2:26][NH:27][C:9](=[O:11])[C:8]3[CH:12]=[CH:13][C:5]([O:4][CH2:3][C:2]([F:1])([F:15])[F:14])=[N:6][CH:7]=3)=[CH:23][CH:24]=2)[CH:19]=[CH:18]1. Given the reactants [F:1][C:2]([F:15])([F:14])[CH2:3][O:4][C:5]1[CH:13]=[CH:12][C:8]([C:9]([OH:11])=O)=[CH:7][N:6]=1.[CH3:16][N:17]1[C:25]2[C:20](=[CH:21][C:22]([CH2:26][NH2:27])=[CH:23][CH:24]=2)[CH:19]=[CH:18]1.N, predict the reaction product. (3) Given the reactants Br[C:2]1[C:3]([CH3:9])=[N:4][C:5]([OH:8])=[CH:6][CH:7]=1.[C:10]1(B(O)O)[CH:15]=[CH:14][CH:13]=[CH:12][CH:11]=1.P([O-])([O-])([O-])=O.[K+].[K+].[K+].O, predict the reaction product. The product is: [OH:8][C:5]1[N:4]=[C:3]([CH3:9])[C:2]([C:10]2[CH:15]=[CH:14][CH:13]=[CH:12][CH:11]=2)=[CH:7][CH:6]=1. (4) Given the reactants [N:1]1[C:10]2[C:5](=[CH:6][C:7]([C:11]([OH:13])=[O:12])=[CH:8][CH:9]=2)[CH:4]=[CH:3][CH:2]=1.[Br:14]Br.N1C=CC=CC=1.[OH-].[Na+], predict the reaction product. The product is: [Br:14][C:3]1[CH:2]=[N:1][C:10]2[C:5]([CH:4]=1)=[CH:6][C:7]([C:11]([OH:13])=[O:12])=[CH:8][CH:9]=2.